Dataset: NCI-60 drug combinations with 297,098 pairs across 59 cell lines. Task: Regression. Given two drug SMILES strings and cell line genomic features, predict the synergy score measuring deviation from expected non-interaction effect. (1) Drug 1: CCC1=CC2CC(C3=C(CN(C2)C1)C4=CC=CC=C4N3)(C5=C(C=C6C(=C5)C78CCN9C7C(C=CC9)(C(C(C8N6C)(C(=O)OC)O)OC(=O)C)CC)OC)C(=O)OC.C(C(C(=O)O)O)(C(=O)O)O. Drug 2: C(CN)CNCCSP(=O)(O)O. Cell line: HOP-62. Synergy scores: CSS=21.9, Synergy_ZIP=-2.04, Synergy_Bliss=2.05, Synergy_Loewe=-34.6, Synergy_HSA=1.45. (2) Drug 1: CC1=C(C=C(C=C1)NC2=NC=CC(=N2)N(C)C3=CC4=NN(C(=C4C=C3)C)C)S(=O)(=O)N.Cl. Drug 2: C1=NC(=NC(=O)N1C2C(C(C(O2)CO)O)O)N. Cell line: SNB-75. Synergy scores: CSS=1.86, Synergy_ZIP=0.388, Synergy_Bliss=2.68, Synergy_Loewe=0.586, Synergy_HSA=0.743. (3) Drug 1: CS(=O)(=O)C1=CC(=C(C=C1)C(=O)NC2=CC(=C(C=C2)Cl)C3=CC=CC=N3)Cl. Drug 2: CCC1(CC2CC(C3=C(CCN(C2)C1)C4=CC=CC=C4N3)(C5=C(C=C6C(=C5)C78CCN9C7C(C=CC9)(C(C(C8N6C=O)(C(=O)OC)O)OC(=O)C)CC)OC)C(=O)OC)O.OS(=O)(=O)O. Cell line: PC-3. Synergy scores: CSS=42.6, Synergy_ZIP=10.3, Synergy_Bliss=11.5, Synergy_Loewe=-4.16, Synergy_HSA=9.43. (4) Drug 1: C1CC(=O)NC(=O)C1N2CC3=C(C2=O)C=CC=C3N. Drug 2: C(CCl)NC(=O)N(CCCl)N=O. Cell line: OVCAR-5. Synergy scores: CSS=1.90, Synergy_ZIP=-0.702, Synergy_Bliss=-0.0565, Synergy_Loewe=-2.02, Synergy_HSA=-1.75. (5) Drug 2: C1=NNC2=C1C(=O)NC=N2. Synergy scores: CSS=34.1, Synergy_ZIP=-9.51, Synergy_Bliss=0.425, Synergy_Loewe=-1.40, Synergy_HSA=3.11. Cell line: ACHN. Drug 1: C1CN1P(=S)(N2CC2)N3CC3. (6) Drug 1: C1=CC=C(C=C1)NC(=O)CCCCCCC(=O)NO. Drug 2: C1CCC(C(C1)[NH-])[NH-].C(=O)(C(=O)[O-])[O-].[Pt+4]. Cell line: UACC62. Synergy scores: CSS=59.1, Synergy_ZIP=1.43, Synergy_Bliss=0.359, Synergy_Loewe=-0.628, Synergy_HSA=4.51.